Dataset: Forward reaction prediction with 1.9M reactions from USPTO patents (1976-2016). Task: Predict the product of the given reaction. (1) Given the reactants [CH3:1][C:2]1[C:6]([C:7]2[CH:8]=[C:9]3[N:25]([CH3:26])[CH:24]=[CH:23][C:10]3=[N:11][C:12]=2[C@@H:13]([NH:15]C(=O)OC(C)(C)C)[CH3:14])=[C:5]([CH3:27])[O:4][N:3]=1.[ClH:28].O1CCOCC1, predict the reaction product. The product is: [ClH:28].[CH3:1][C:2]1[C:6]([C:7]2[CH:8]=[C:9]3[N:25]([CH3:26])[CH:24]=[CH:23][C:10]3=[N:11][C:12]=2[C@@H:13]([NH2:15])[CH3:14])=[C:5]([CH3:27])[O:4][N:3]=1. (2) Given the reactants [C:1]([C:3]1[CH:8]=[CH:7][CH:6]=[CH:5][C:4]=1[S:9][C:10]1[CH:39]=[CH:38][CH:37]=[CH:36][C:11]=1[C:12]([NH:14][CH:15]([C:17]1[N:22]=[N:21][C:20]([NH:23][C:24]2[CH:29]=[C:28]([O:30][CH3:31])[C:27]([O:32][CH3:33])=[C:26]([O:34][CH3:35])[CH:25]=2)=[N:19][CH:18]=1)[CH3:16])=O)#[N:2].N1C=NC=N1.P(Cl)(Cl)(Cl)=O, predict the reaction product. The product is: [CH3:16][C:15]1[N:14]=[C:12]([C:11]2[CH:36]=[CH:37][CH:38]=[CH:39][C:10]=2[S:9][C:4]2[CH:5]=[CH:6][CH:7]=[CH:8][C:3]=2[C:1]#[N:2])[N:22]2[C:17]=1[CH:18]=[N:19][C:20]([NH:23][C:24]1[CH:29]=[C:28]([O:30][CH3:31])[C:27]([O:32][CH3:33])=[C:26]([O:34][CH3:35])[CH:25]=1)=[N:21]2. (3) Given the reactants [Si:1]([O:8][C@@H:9]1[C@@H:16]2[N:12]([N:13]=[C:14]([C:27]3[CH:34]=[CH:33][C:30]([C:31]#[N:32])=[C:29]([Cl:35])[C:28]=3[CH3:36])[C@H:15]2[O:17][CH2:18][CH2:19][O:20]C2CCCCO2)[CH2:11][CH2:10]1)([C:4]([CH3:7])([CH3:6])[CH3:5])([CH3:3])[CH3:2].C1(C)C=CC(S(O)(=O)=O)=CC=1, predict the reaction product. The product is: [Si:1]([O:8][C@@H:9]1[C@@H:16]2[N:12]([N:13]=[C:14]([C:27]3[CH:34]=[CH:33][C:30]([C:31]#[N:32])=[C:29]([Cl:35])[C:28]=3[CH3:36])[C@H:15]2[O:17][CH2:18][CH2:19][OH:20])[CH2:11][CH2:10]1)([C:4]([CH3:7])([CH3:6])[CH3:5])([CH3:3])[CH3:2].